From a dataset of Forward reaction prediction with 1.9M reactions from USPTO patents (1976-2016). Predict the product of the given reaction. Given the reactants [NH3:1].I[C:3]1[C:4]([NH:10][CH3:11])=[N:5][CH:6]=[C:7]([I:9])[N:8]=1.ClCCl.O, predict the reaction product. The product is: [I:9][C:7]1[N:8]=[C:3]([NH2:1])[C:4]([NH:10][CH3:11])=[N:5][CH:6]=1.